This data is from Full USPTO retrosynthesis dataset with 1.9M reactions from patents (1976-2016). The task is: Predict the reactants needed to synthesize the given product. (1) Given the product [Cl:16][C:15]1[C:2]([Cl:1])=[CH:3][C:4]2[N:8]([CH2:20][C:21]#[N:22])[C:7]([CH2:9][C:10]([F:12])([F:13])[F:11])=[N:6][C:5]=2[CH:14]=1, predict the reactants needed to synthesize it. The reactants are: [Cl:1][C:2]1[C:15]([Cl:16])=[CH:14][C:5]2[NH:6][C:7]([CH2:9][C:10]([F:13])([F:12])[F:11])=[N:8][C:4]=2[CH:3]=1.[H-].[Na+].I[CH2:20][C:21]#[N:22]. (2) Given the product [CH2:8]=[CH:9][CH2:10][CH2:11][CH2:12][CH2:13][CH:14]=[CH2:15].[CH:16]([C:18]1[CH:23]=[CH:22][CH:21]=[CH:20][C:19]=1[CH:24]=[CH2:25])=[CH2:17].[CH3:8][CH:7]=[C:2]([F:1])[C:3]([OH:5])=[O:4], predict the reactants needed to synthesize it. The reactants are: [F:1][C:2](=[CH2:7])[C:3]([O:5]C)=[O:4].[CH2:8]=[CH:9][CH2:10][CH2:11][CH2:12][CH2:13][CH:14]=[CH2:15].[CH:16]([C:18]1[CH:23]=[CH:22][CH:21]=[CH:20][C:19]=1[CH:24]=[CH2:25])=[CH2:17].[Cl-].[Na+].N([O-])=O.[Na+]. (3) Given the product [CH3:17][C:18]1[C:27]2[C:22](=[CH:23][CH:24]=[CH:25][CH:26]=2)[N:21]=[C:20]([C:7]2[S:8][CH:9]=[CH:10][CH:11]=2)[CH:19]=1, predict the reactants needed to synthesize it. The reactants are: CCOCC.Br[C:7]1[S:8][CH:9]=[CH:10][CH:11]=1.[Li]CCCC.[CH3:17][C:18]1[C:27]2[C:22](=[CH:23][CH:24]=[CH:25][CH:26]=2)[N:21]=[CH:20][CH:19]=1. (4) Given the product [Cl:10][C:4]1[CH:3]=[C:2]([N:17]2[C:16](=[O:20])[CH2:15][C@:14]([CH:11]3[CH2:13][CH2:12]3)([OH:21])[C@@H:18]2[CH3:19])[CH:9]=[CH:8][C:5]=1[C:6]#[N:7], predict the reactants needed to synthesize it. The reactants are: Br[C:2]1[CH:9]=[CH:8][C:5]([C:6]#[N:7])=[C:4]([Cl:10])[CH:3]=1.[CH:11]1([C@@:14]2([OH:21])[C@H:18]([CH3:19])[NH:17][C:16](=[O:20])[CH2:15]2)[CH2:13][CH2:12]1.C1(P(C2C=CC=CC=2)C2C3OC4C(=CC=CC=4P(C4C=CC=CC=4)C4C=CC=CC=4)C(C)(C)C=3C=CC=2)C=CC=CC=1.C(=O)([O-])[O-].[Cs+].[Cs+]. (5) Given the product [CH3:32][N:28]1[CH:29]=[CH:30][CH:31]=[C:26]([N:18]2[CH2:17][CH2:16][C:13]3([C:12](=[O:21])[N:11]([C:8]4[CH:9]=[CH:10][C:5]([O:4][C@@H:3]([CH3:22])[C:2]([F:1])([F:23])[F:24])=[CH:6][CH:7]=4)[CH2:15][CH2:14]3)[CH2:20][CH2:19]2)[C:27]1=[O:33], predict the reactants needed to synthesize it. The reactants are: [F:1][C:2]([F:24])([F:23])[C@H:3]([CH3:22])[O:4][C:5]1[CH:10]=[CH:9][C:8]([N:11]2[CH2:15][CH2:14][C:13]3([CH2:20][CH2:19][NH:18][CH2:17][CH2:16]3)[C:12]2=[O:21])=[CH:7][CH:6]=1.Br[C:26]1[C:27](=[O:33])[N:28]([CH3:32])[CH:29]=[CH:30][CH:31]=1. (6) The reactants are: [Cl:1][C:2]1[C:7]([Cl:8])=[CH:6][CH:5]=[CH:4][C:3]=1/[CH:9]=[CH:10]/[C:11]([C:13]1[CH:18]=[CH:17][C:16]([OH:19])=[C:15]([CH3:20])[CH:14]=1)=O.[NH2:21][C:22]([NH2:24])=[O:23]. Given the product [Cl:1][C:2]1[C:7]([Cl:8])=[CH:6][CH:5]=[CH:4][C:3]=1[C:9]1[NH:24][C:22](=[O:23])[N:21]=[C:11]([C:13]2[CH:18]=[CH:17][C:16]([OH:19])=[C:15]([CH3:20])[CH:14]=2)[CH:10]=1, predict the reactants needed to synthesize it.